Dataset: Full USPTO retrosynthesis dataset with 1.9M reactions from patents (1976-2016). Task: Predict the reactants needed to synthesize the given product. (1) Given the product [Cl:29][C:12]1[N:11]=[C:10]([N:18]2[CH2:23][CH2:22][O:21][CH2:20][C@@H:19]2[CH3:24])[CH:9]=[C:8]([C:4]2[CH:5]=[N:6][CH:7]=[C:2]([F:1])[CH:3]=2)[N:13]=1, predict the reactants needed to synthesize it. The reactants are: [F:1][C:2]1[CH:3]=[C:4]([C:8]2[N:13]=[C:12](S(C)(=O)=O)[N:11]=[C:10]([N:18]3[CH2:23][CH2:22][O:21][CH2:20][C@@H:19]3[CH3:24])[CH:9]=2)[CH:5]=[N:6][CH:7]=1.[OH-].[Na+].P(Cl)(Cl)([Cl:29])=O. (2) Given the product [CH3:39][O:38][C:36](=[O:37])[CH2:35][C:32]1[CH:33]=[CH:34][C:29]([O:28][CH2:10][C:9]2[S:8][C:7]([C:12]3[CH:17]=[CH:16][C:15]([C:18]([F:21])([F:20])[F:19])=[CH:14][CH:13]=3)=[N:6][C:5]=2[CH2:1][CH2:2][CH2:3][CH3:4])=[CH:30][CH:31]=1, predict the reactants needed to synthesize it. The reactants are: [CH2:1]([C:5]1[N:6]=[C:7]([C:12]2[CH:17]=[CH:16][C:15]([C:18]([F:21])([F:20])[F:19])=[CH:14][CH:13]=2)[S:8][C:9]=1[CH2:10]Cl)[CH2:2][CH2:3][CH3:4].C(=O)([O-])[O-].[Cs+].[Cs+].[OH:28][C:29]1[CH:34]=[CH:33][C:32]([CH2:35][C:36]([O:38][CH3:39])=[O:37])=[CH:31][CH:30]=1.O. (3) Given the product [F:2][C:3]1[CH:8]=[CH:7][C:6]([CH:9]2[CH2:14][CH2:13][N:12]([C:15]([C:17]3[C:25]4[CH2:24][CH2:23][N:22]([C:39](=[O:41])[CH3:40])[CH2:21][C:20]=4[NH:19][N:18]=3)=[O:16])[CH2:11][CH2:10]2)=[C:5]([C:26]([F:29])([F:27])[F:28])[CH:4]=1, predict the reactants needed to synthesize it. The reactants are: Cl.[F:2][C:3]1[CH:8]=[CH:7][C:6]([CH:9]2[CH2:14][CH2:13][N:12]([C:15]([C:17]3[C:25]4[CH2:24][CH2:23][NH:22][CH2:21][C:20]=4[NH:19][N:18]=3)=[O:16])[CH2:11][CH2:10]2)=[C:5]([C:26]([F:29])([F:28])[F:27])[CH:4]=1.C(N(C(C)C)CC)(C)C.[C:39](Cl)(=[O:41])[CH3:40]. (4) Given the product [O:17]1[CH2:18][C@H:16]1[CH2:15][N:4]1[CH2:5][CH2:6][N:1]([C:7]([O:9][C:10]([CH3:13])([CH3:12])[CH3:11])=[O:8])[CH2:2][CH2:3]1, predict the reactants needed to synthesize it. The reactants are: [N:1]1([C:7]([O:9][C:10]([CH3:13])([CH3:12])[CH3:11])=[O:8])[CH2:6][CH2:5][NH:4][CH2:3][CH2:2]1.Cl[CH2:15][C@H:16]1[CH2:18][O:17]1.